This data is from Full USPTO retrosynthesis dataset with 1.9M reactions from patents (1976-2016). The task is: Predict the reactants needed to synthesize the given product. Given the product [NH2:1][C:2]1[C:7]([C:8]#[N:9])=[C:6]([C:10]2[CH:14]=[CH:13][S:12][CH:11]=2)[C:5]([C:15]#[N:16])=[C:4]([O:17][CH2:18][CH2:24][OH:25])[N:3]=1, predict the reactants needed to synthesize it. The reactants are: [NH2:1][C:2]1[C:7]([C:8]#[N:9])=[C:6]([C:10]2[CH:14]=[CH:13][S:12][CH:11]=2)[C:5]([C:15]#[N:16])=[C:4]([O:17][CH3:18])[N:3]=1.[H-].[Na+].O.Cl.C(O)[CH2:24][OH:25].